This data is from Forward reaction prediction with 1.9M reactions from USPTO patents (1976-2016). The task is: Predict the product of the given reaction. (1) Given the reactants [F:1][C:2]1[CH:11]=[C:10]2[C:5]([CH:6]=[C:7]([NH:16][C:17]3[CH:21]=[C:20]([CH3:22])[N:19](S(C(F)(F)F)(=O)=O)[N:18]=3)[N:8]=[C:9]2[O:12][CH:13]([CH3:15])[CH3:14])=[CH:4][C:3]=1OS(C(F)(F)F)(=O)=O.[NH:38]1[CH2:42][CH2:41][CH2:40][C:39]1=[O:43].CC1(C)C2C(=C(P(C3C=CC=CC=3)C3C=CC=CC=3)C=CC=2)OC2C(P(C3C=CC=CC=3)C3C=CC=CC=3)=CC=CC1=2.[O-]P([O-])([O-])=O.[K+].[K+].[K+], predict the reaction product. The product is: [F:1][C:2]1[CH:11]=[C:10]2[C:5]([CH:6]=[C:7]([NH:16][C:17]3[CH:21]=[C:20]([CH3:22])[NH:19][N:18]=3)[N:8]=[C:9]2[O:12][CH:13]([CH3:15])[CH3:14])=[CH:4][C:3]=1[N:38]1[CH2:42][CH2:41][CH2:40][C:39]1=[O:43]. (2) Given the reactants [C:1]([O-])(=O)C.[NH2:5][CH:6]=[NH2+:7].[C:8](#[N:12])[CH2:9][C:10]#[N:11].C[O-].[Na+].C[O-], predict the reaction product. The product is: [NH2:7][C:6]1[C:9]([C:8]#[N:12])=[CH:10][N:11]=[CH:1][N:5]=1.